Dataset: Reaction yield outcomes from USPTO patents with 853,638 reactions. Task: Predict the reaction yield, written as a fraction of the theoretical maximum amount of product (1.0 means a 100% yield; for example, 0.34 means a 34% yield). (1) The reactants are [CH3:1][N:2]1[CH2:7][CH2:6][CH:5]([C:8]2[CH:16]=[CH:15][C:11]([C:12]([NH2:14])=O)=[CH:10][CH:9]=2)[CH2:4][CH2:3]1.[H-].[Al+3].[Li+].[H-].[H-].[H-]. The catalyst is O1CCCC1. The product is [CH3:1][N:2]1[CH2:7][CH2:6][CH:5]([C:8]2[CH:9]=[CH:10][C:11]([CH2:12][NH2:14])=[CH:15][CH:16]=2)[CH2:4][CH2:3]1. The yield is 0.710. (2) The reactants are CO[C:3]([CH:5]1[CH2:9][CH:8]([CH3:10])[CH2:7][CH:6]1[C:11]1[CH:16]=[C:15]([O:17][CH2:18][O:19][CH3:20])[CH:14]=[CH:13][C:12]=1[O:21][CH2:22][O:23][CH3:24])=[O:4].Cl.[CH3:26][NH:27][O:28][CH3:29].C([Mg]Cl)(C)C. The catalyst is C1COCC1. The product is [CH3:29][O:28][N:27]([CH3:26])[C:3]([C@H:5]1[CH2:9][C@@H:8]([CH3:10])[CH2:7][C@H:6]1[C:11]1[CH:16]=[C:15]([O:17][CH2:18][O:19][CH3:20])[CH:14]=[CH:13][C:12]=1[O:21][CH2:22][O:23][CH3:24])=[O:4]. The yield is 0.960. (3) The reactants are [O:1]1[CH:5]=[CH:4][CH:3]=[C:2]1[CH2:6][NH:7][CH2:8][C:9]1[CH:14]=[CH:13][C:12]([CH2:15][C:16]([CH3:25])([CH3:24])[C:17]([O:19][C:20]([CH3:23])([CH3:22])[CH3:21])=[O:18])=[CH:11][CH:10]=1.C(N(CC)CC)C.Br[CH2:34][C:35]([O:37][CH2:38][CH3:39])=[O:36]. The catalyst is [I-].C([N+](CCCC)(CCCC)CCCC)CCC.C1COCC1. The product is [CH2:38]([O:37][C:35](=[O:36])[CH2:34][N:7]([CH2:8][C:9]1[CH:14]=[CH:13][C:12]([CH2:15][C:16]([CH3:25])([CH3:24])[C:17]([O:19][C:20]([CH3:23])([CH3:22])[CH3:21])=[O:18])=[CH:11][CH:10]=1)[CH2:6][C:2]1[O:1][CH:5]=[CH:4][CH:3]=1)[CH3:39]. The yield is 0.940. (4) The reactants are C(N(CC)CC)C.[CH2:8]([OH:16])[CH2:9][CH2:10][CH2:11][CH2:12][CH2:13][CH2:14][CH3:15].[CH3:17][S:18](Cl)(=[O:20])=[O:19]. The catalyst is ClCCl. The product is [CH3:17][S:18]([C:8](=[O:16])[CH2:9][CH2:10][CH2:11][CH2:12][CH2:13][CH2:14][CH3:15])(=[O:20])=[O:19]. The yield is 0.970. (5) The product is [Cl:32][C:31]1[N:17]2[CH:18]=[C:19]([C:26]3[CH:30]=[CH:29][O:28][CH:27]=3)[CH:20]=[C:21]([C:22]([F:25])([F:23])[F:24])[C:16]2=[N:15][C:14]=1[C:12]([N:9]1[CH2:10][CH2:11][CH:6]([C:4]([OH:5])=[O:3])[CH2:7][CH2:8]1)=[O:13]. The yield is 0.710. The reactants are C([O:3][C:4]([CH:6]1[CH2:11][CH2:10][N:9]([C:12]([C:14]2[N:15]=[C:16]3[C:21]([C:22]([F:25])([F:24])[F:23])=[CH:20][C:19]([C:26]4[CH:30]=[CH:29][O:28][CH:27]=4)=[CH:18][N:17]3[C:31]=2[Cl:32])=[O:13])[CH2:8][CH2:7]1)=[O:5])C.[Li+].[OH-]. The catalyst is C1COCC1. (6) The reactants are [Cl:1][C:2]1[CH:3]=[C:4]([CH:8]=[CH:9][C:10]=1[C:11]1[CH:20]=[CH:19][C:18]2[C:13](=[CH:14][CH:15]=[C:16]([OH:21])[CH:17]=2)[N:12]=1)[C:5]([NH2:7])=O.C(OC(C(F)(F)F)=O)(C(F)(F)F)=O.CCN(CC)CC. The catalyst is C(Cl)Cl.O. The product is [Cl:1][C:2]1[CH:3]=[C:4]([CH:8]=[CH:9][C:10]=1[C:11]1[CH:20]=[CH:19][C:18]2[C:13](=[CH:14][CH:15]=[C:16]([OH:21])[CH:17]=2)[N:12]=1)[C:5]#[N:7]. The yield is 0.670.